From a dataset of TCR-epitope binding with 47,182 pairs between 192 epitopes and 23,139 TCRs. Binary Classification. Given a T-cell receptor sequence (or CDR3 region) and an epitope sequence, predict whether binding occurs between them. The epitope is AMFWSVPTV. The TCR CDR3 sequence is CASSSDWGLMNTEAFF. Result: 1 (the TCR binds to the epitope).